Predict the product of the given reaction. From a dataset of Forward reaction prediction with 1.9M reactions from USPTO patents (1976-2016). (1) Given the reactants Br[C:2]1[N:3]=[C:4]([C:23]2[CH:28]=[CH:27][C:26]([Cl:29])=[CH:25][C:24]=2[Cl:30])[C:5]([C:19]([O:21][CH3:22])=[O:20])=[N:6][C:7]=1[NH:8][C@@H:9]1[C:17]2[C:12](=[CH:13][CH:14]=[CH:15][CH:16]=2)[CH2:11][C@@H:10]1[OH:18].[CH3:31][O-:32].[Na+].[CH3:34]O, predict the reaction product. The product is: [Cl:30][C:24]1[CH:25]=[C:26]([Cl:29])[CH:27]=[CH:28][C:23]=1[C:4]1[C:5]([C:19]([O:21][CH2:22][CH3:34])=[O:20])=[N:6][C:7]([NH:8][C@@H:9]2[C:17]3[C:12](=[CH:13][CH:14]=[CH:15][CH:16]=3)[CH2:11][C@@H:10]2[OH:18])=[C:2]([O:32][CH3:31])[N:3]=1. (2) Given the reactants [O:1]=[C:2]([C:6]1[CH:11]=[CH:10][CH:9]=[CH:8][CH:7]=1)[CH2:3][C:4]#[N:5].CO[CH:14](OC)[N:15]([CH3:17])[CH3:16], predict the reaction product. The product is: [C:2]([C:3](=[CH:14][N:15]([CH3:17])[CH3:16])[C:4]#[N:5])(=[O:1])[C:6]1[CH:11]=[CH:10][CH:9]=[CH:8][CH:7]=1. (3) Given the reactants [CH:1]([N:4]1[CH2:9][CH2:8][N:7]([C:10]([C:12]2[CH:17]=[CH:16][C:15]([CH2:18][N:19]3[CH2:24][CH2:23][CH2:22][CH2:21][CH2:20]3)=[CH:14][N:13]=2)=[O:11])[CH2:6][CH2:5]1)([CH3:3])[CH3:2].C(N1CCN(C(C2N=CC(C=O)=CC=2)=O)CC1)(C)C.N1CCCCC1.[BH-](OC(C)=O)(OC(C)=O)OC(C)=O.[Na+].[OH-].[Na+], predict the reaction product. The product is: [NH3:4].[CH:1]([N:4]1[CH2:5][CH2:6][N:7]([C:10]([C:12]2[CH:17]=[CH:16][C:15]([CH2:18][N:19]3[CH2:20][CH2:21][CH2:22][CH2:23][CH2:24]3)=[CH:14][N:13]=2)=[O:11])[CH2:8][CH2:9]1)([CH3:3])[CH3:2]. (4) Given the reactants [NH2:1][C:2]1[CH:7]=[C:6]([O:8][CH2:9][C:10]2[CH:15]=[CH:14][C:13]([O:16][CH3:17])=[CH:12][CH:11]=2)[CH:5]=[CH:4][C:3]=1[S:18][C:19]1[CH:24]=[CH:23][C:22]([OH:25])=[CH:21][CH:20]=1.C([C:28]1[C:29]([N:34]=[CH:35][N:36]([CH3:38])C)=[N:30][CH:31]=[CH:32][CH:33]=1)#N.NC1C=C(OCC2C=CC=C(F)C=2)C=CC=1SC1C=CC(O)=CC=1, predict the reaction product. The product is: [CH3:17][O:16][C:13]1[CH:12]=[CH:11][C:10]([CH2:9][O:8][C:6]2[CH:5]=[CH:4][C:3]([S:18][C:19]3[CH:20]=[CH:21][C:22]([OH:25])=[CH:23][CH:24]=3)=[C:2]([NH:1][C:38]3[C:28]4[CH:33]=[CH:32][CH:31]=[N:30][C:29]=4[N:34]=[CH:35][N:36]=3)[CH:7]=2)=[CH:15][CH:14]=1.